This data is from Catalyst prediction with 721,799 reactions and 888 catalyst types from USPTO. The task is: Predict which catalyst facilitates the given reaction. (1) Reactant: [CH2:1]([O:19][C:20]1[C:33]([O:34][CH2:35][CH2:36][CH2:37][CH2:38][CH2:39][CH2:40][CH2:41][CH2:42][CH2:43][CH2:44][CH2:45][CH2:46][CH2:47][CH2:48][CH2:49][CH2:50][CH2:51][CH3:52])=[C:32]([O:53][CH2:54][CH2:55][CH2:56][CH2:57][CH2:58][CH2:59][CH2:60][CH2:61][CH2:62][CH2:63][CH2:64][CH2:65][CH2:66][CH2:67][CH2:68][CH2:69][CH2:70][CH3:71])[CH:31]=[CH:30][C:21]=1[CH:22](O)[C:23]1[CH:28]=[CH:27][CH:26]=[CH:25][CH:24]=1)[CH2:2][CH2:3][CH2:4][CH2:5][CH2:6][CH2:7][CH2:8][CH2:9][CH2:10][CH2:11][CH2:12][CH2:13][CH2:14][CH2:15][CH2:16][CH2:17][CH3:18].[C:72]([NH2:89])([O:74][CH2:75][CH:76]1[C:88]2[C:83](=[CH:84][CH:85]=[CH:86][CH:87]=2)[C:82]2[C:77]1=[CH:78][CH:79]=[CH:80][CH:81]=2)=[O:73].CS(O)(=O)=O.C(O)(C1C=CC=CC=1)C1C=CC=CC=1.C(=O)([O-])O.[Na+]. Product: [C:72]([NH:89][CH:22]([C:23]1[CH:28]=[CH:27][CH:26]=[CH:25][CH:24]=1)[C:21]1[CH:30]=[CH:31][C:32]([O:53][CH2:54][CH2:55][CH2:56][CH2:57][CH2:58][CH2:59][CH2:60][CH2:61][CH2:62][CH2:63][CH2:64][CH2:65][CH2:66][CH2:67][CH2:68][CH2:69][CH2:70][CH3:71])=[C:33]([O:34][CH2:35][CH2:36][CH2:37][CH2:38][CH2:39][CH2:40][CH2:41][CH2:42][CH2:43][CH2:44][CH2:45][CH2:46][CH2:47][CH2:48][CH2:49][CH2:50][CH2:51][CH3:52])[C:20]=1[O:19][CH2:1][CH2:2][CH2:3][CH2:4][CH2:5][CH2:6][CH2:7][CH2:8][CH2:9][CH2:10][CH2:11][CH2:12][CH2:13][CH2:14][CH2:15][CH2:16][CH2:17][CH3:18])([O:74][CH2:75][CH:76]1[C:88]2[C:83](=[CH:84][CH:85]=[CH:86][CH:87]=2)[C:82]2[C:77]1=[CH:78][CH:79]=[CH:80][CH:81]=2)=[O:73]. The catalyst class is: 11. (2) Reactant: O(C[C@@H](O)CNCCC(C1C=CC(NC(OC)=O)=CC=1)C1C=CC(NC(OC)=O)=CC=1)[C:2]1[CH:7]=CC=C[CH:3]=1.[C:38]([OH:48])(=[O:47])[C@H:39]([C:41]1[CH:46]=[CH:45][CH:44]=[CH:43][CH:42]=1)[OH:40]. Product: [C:38]([O:48][CH:2]([CH3:7])[CH3:3])(=[O:47])[C@H:39]([C:41]1[CH:46]=[CH:45][CH:44]=[CH:43][CH:42]=1)[OH:40]. The catalyst class is: 13. (3) Reactant: [CH3:1][O:2][C:3]1[CH:4]=[C:5]([CH:10]=[CH:11][N:12]=1)[C:6](OC)=[O:7]. Product: [CH3:1][O:2][C:3]1[CH:4]=[C:5]([CH2:6][OH:7])[CH:10]=[CH:11][N:12]=1. The catalyst class is: 1. (4) Reactant: C([O:4][CH2:5][C:6]1[O:7][C:8]([C:11]2[CH:16]=[CH:15][C:14]([N:17]3[CH2:22][CH2:21][CH:20]([O:23][C:24]4[CH:29]=[CH:28][CH:27]=[CH:26][C:25]=4[C:30]([F:33])([F:32])[F:31])[CH2:19][CH2:18]3)=[CH:13][CH:12]=2)=[N:9][N:10]=1)(=O)C.NN.O. Product: [F:33][C:30]([F:31])([F:32])[C:25]1[CH:26]=[CH:27][CH:28]=[CH:29][C:24]=1[O:23][CH:20]1[CH2:21][CH2:22][N:17]([C:14]2[CH:15]=[CH:16][C:11]([C:8]3[O:7][C:6]([CH2:5][OH:4])=[N:10][N:9]=3)=[CH:12][CH:13]=2)[CH2:18][CH2:19]1. The catalyst class is: 5.